Dataset: Forward reaction prediction with 1.9M reactions from USPTO patents (1976-2016). Task: Predict the product of the given reaction. (1) Given the reactants [Br:1][C:2]1[C:3]([F:20])=[C:4]([F:19])[C:5]([NH:11][C:12]2[CH:17]=[CH:16][CH:15]=[CH:14][C:13]=2[Cl:18])=[C:6]([CH:10]=1)[C:7]([OH:9])=[O:8].[Si](C=[N+]=[N-])(C)(C)[CH3:22], predict the reaction product. The product is: [CH3:22][O:8][C:7](=[O:9])[C:6]1[CH:10]=[C:2]([Br:1])[C:3]([F:20])=[C:4]([F:19])[C:5]=1[NH:11][C:12]1[CH:17]=[CH:16][CH:15]=[CH:14][C:13]=1[Cl:18]. (2) Given the reactants C(=O)([O-])[O-].[Na+].[Na+].[NH2:7][CH2:8][C:9]1[CH:17]=[CH:16][C:12]([C:13]([OH:15])=[O:14])=[CH:11][CH:10]=1.[O:18]=[C:19]1[C:27]2[C:22](=[CH:23][CH:24]=[CH:25][CH:26]=2)[C:21](=[O:28])N1C(OCC)=O.Cl, predict the reaction product. The product is: [O:18]=[C:19]1[C:27]2[C:22](=[CH:23][CH:24]=[CH:25][CH:26]=2)[C:21](=[O:28])[N:7]1[CH2:8][C:9]1[CH:10]=[CH:11][C:12]([C:13]([OH:15])=[O:14])=[CH:16][CH:17]=1. (3) Given the reactants [CH2:1]([N:8]([CH2:19][CH2:20][C:21]([F:24])([F:23])[F:22])[C:9]1[CH:14]=[CH:13][C:12]([Br:15])=[CH:11][C:10]=1[N+:16]([O-])=O)[C:2]1[CH:7]=[CH:6][CH:5]=[CH:4][CH:3]=1.O.[Cl-].[NH4+], predict the reaction product. The product is: [CH2:1]([N:8]([CH2:19][CH2:20][C:21]([F:24])([F:23])[F:22])[C:9]1[C:10]([NH2:16])=[CH:11][C:12]([Br:15])=[CH:13][CH:14]=1)[C:2]1[CH:3]=[CH:4][CH:5]=[CH:6][CH:7]=1. (4) Given the reactants Br[C:2]1[CH:3]=[C:4]([C:10]2[CH:15]=[CH:14][C:13]([C:16]([O:18][CH2:19][CH3:20])=[O:17])=[CH:12][CH:11]=2)[CH:5]=[CH:6][C:7]=1[O:8][CH3:9].[N+:21]([C:24]1[CH:25]=[C:26](B(O)O)[CH:27]=[CH:28][CH:29]=1)([O-:23])=[O:22].C1(C)C=CC=CC=1P(C1C=CC=CC=1C)C1C=CC=CC=1C.C(=O)([O-])[O-].[K+].[K+], predict the reaction product. The product is: [CH3:9][O:8][C:7]1[CH:6]=[CH:5][C:4]([C:10]2[CH:15]=[CH:14][C:13]([C:16]([O:18][CH2:19][CH3:20])=[O:17])=[CH:12][CH:11]=2)=[CH:3][C:2]=1[C:28]1[CH:27]=[CH:26][CH:25]=[C:24]([N+:21]([O-:23])=[O:22])[CH:29]=1. (5) Given the reactants [C:1]([C:4]1[CH:11]=[CH:10][C:7]([CH:8]=[O:9])=[CH:6][CH:5]=1)([OH:3])=O.[C:12]([O:16][C:17]([N:19]1[CH2:24][CH2:23][NH:22][CH2:21][CH2:20]1)=[O:18])([CH3:15])([CH3:14])[CH3:13].CCN=C=NCCCN(C)C.C1C=CC2N(O)N=NC=2C=1, predict the reaction product. The product is: [C:12]([O:16][C:17]([N:19]1[CH2:24][CH2:23][N:22]([C:1](=[O:3])[C:4]2[CH:11]=[CH:10][C:7]([CH:8]=[O:9])=[CH:6][CH:5]=2)[CH2:21][CH2:20]1)=[O:18])([CH3:15])([CH3:13])[CH3:14].